This data is from Catalyst prediction with 721,799 reactions and 888 catalyst types from USPTO. The task is: Predict which catalyst facilitates the given reaction. (1) Reactant: Cl[CH2:2][C:3]1[N:4]([CH3:29])[C:5]2[C:10]([N:11]=1)=[C:9]([N:12]1[CH2:17][CH2:16][O:15][CH2:14][CH2:13]1)[N:8]=[C:7]([N:18]1[C:22]3[CH:23]=[CH:24][CH:25]=[CH:26][C:21]=3[N:20]=[C:19]1[CH2:27][CH3:28])[N:6]=2.[CH3:30][S:31]([CH2:34][CH2:35][N:36]1[CH2:41][CH2:40][NH:39][CH2:38][C:37]1([CH3:43])[CH3:42])(=[O:33])=[O:32].C([O-])([O-])=O.[K+].[K+]. Product: [CH3:42][C:37]1([CH3:43])[N:36]([CH2:35][CH2:34][S:31]([CH3:30])(=[O:32])=[O:33])[CH2:41][CH2:40][N:39]([CH2:2][C:3]2[N:4]([CH3:29])[C:5]3[C:10]([N:11]=2)=[C:9]([N:12]2[CH2:17][CH2:16][O:15][CH2:14][CH2:13]2)[N:8]=[C:7]([N:18]2[C:22]4[CH:23]=[CH:24][CH:25]=[CH:26][C:21]=4[N:20]=[C:19]2[CH2:27][CH3:28])[N:6]=3)[CH2:38]1. The catalyst class is: 31. (2) Reactant: [NH2:1][C:2]1[N:7]=[C:6]([NH2:8])[C:5]([O:9][CH2:10][CH2:11][CH2:12][O:13][C:14]2[CH:19]=[CH:18][CH:17]=[CH:16][C:15]=2[CH2:20][CH2:21][C:22]([OH:24])=[O:23])=[C:4]([CH2:25][CH3:26])[N:3]=1.[ClH:27]. Product: [ClH:27].[NH2:1][C:2]1[N:7]=[C:6]([NH2:8])[C:5]([O:9][CH2:10][CH2:11][CH2:12][O:13][C:14]2[CH:19]=[CH:18][CH:17]=[CH:16][C:15]=2[CH2:20][CH2:21][C:22]([OH:24])=[O:23])=[C:4]([CH2:25][CH3:26])[N:3]=1. The catalyst class is: 6. (3) Reactant: CCN(C(C)C)C(C)C.[C:10]1([C:16]2[NH:20][N:19]=[C:18]([C:21]([NH:23][CH2:24][C:25]([OH:27])=O)=[O:22])[CH:17]=2)[CH:15]=[CH:14][CH:13]=[CH:12][CH:11]=1.C1C=CC2N(O)N=NC=2C=1.CCN=C=NCCCN(C)C.Cl.Cl.[CH3:51][C:52]1[CH:57]=[CH:56][N:55]=[CH:54][C:53]=1[O:58][CH:59]1[CH2:64][CH2:63][NH:62][CH2:61][CH2:60]1.Cl.ClC1C=CC=CC=1OC1CCNCC1. Product: [CH3:51][C:52]1[CH:57]=[CH:56][N:55]=[CH:54][C:53]=1[O:58][CH:59]1[CH2:64][CH2:63][N:62]([C:25](=[O:27])[CH2:24][NH:23][C:21]([C:18]2[CH:17]=[C:16]([C:10]3[CH:11]=[CH:12][CH:13]=[CH:14][CH:15]=3)[NH:20][N:19]=2)=[O:22])[CH2:61][CH2:60]1. The catalyst class is: 18. (4) Reactant: [N+:1]([C:4]1[CH:5]=[N:6][N:7]([C:9]([C:12]2[CH:13]=[C:14]([CH:17]=[CH:18][CH:19]=2)[C:15]#[N:16])([CH3:11])[CH3:10])[CH:8]=1)([O-])=O.[NH4+].[Cl-]. Product: [NH2:1][C:4]1[CH:5]=[N:6][N:7]([C:9]([C:12]2[CH:13]=[C:14]([CH:17]=[CH:18][CH:19]=2)[C:15]#[N:16])([CH3:11])[CH3:10])[CH:8]=1. The catalyst class is: 314. (5) Reactant: [CH3:1][O:2][C:3]([C:5]1[C:14]2[C:9](=[CH:10][C:11]([O:15][C:16]3[CH:21]=[C:20](Cl)[N:19]=[C:18]([CH3:23])[N:17]=3)=[CH:12][CH:13]=2)[CH:8]=[CH:7][CH:6]=1)=[O:4].N1C=CC=CC=1. Product: [CH3:1][O:2][C:3]([C:5]1[C:14]2[C:9](=[CH:10][C:11]([O:15][C:16]3[CH:21]=[CH:20][N:19]=[C:18]([CH3:23])[N:17]=3)=[CH:12][CH:13]=2)[CH:8]=[CH:7][CH:6]=1)=[O:4]. The catalyst class is: 123.